This data is from Forward reaction prediction with 1.9M reactions from USPTO patents (1976-2016). The task is: Predict the product of the given reaction. (1) Given the reactants [CH3:1][O:2][CH:3]1[CH2:6][N:5]([C:7]([C:9]2[CH:10]=[C:11]3[C:16](=[CH:17][CH:18]=2)[CH:15]=[N:14][CH:13]=[C:12]3[C:19]2[CH:24]=[CH:23][C:22]([C:25]3[CH:26]=[N:27][N:28]([CH3:30])[CH:29]=3)=[CH:21][CH:20]=2)=[O:8])[CH2:4]1.ClC1C=C(C=CC=1)C(OO)=[O:36].[OH-].[Na+], predict the reaction product. The product is: [CH3:1][O:2][CH:3]1[CH2:6][N:5]([C:7]([C:9]2[CH:10]=[C:11]3[C:16](=[CH:17][CH:18]=2)[CH:15]=[N+:14]([O-:36])[CH:13]=[C:12]3[C:19]2[CH:20]=[CH:21][C:22]([C:25]3[CH:26]=[N:27][N:28]([CH3:30])[CH:29]=3)=[CH:23][CH:24]=2)=[O:8])[CH2:4]1. (2) Given the reactants [Cl:1][C:2]1[CH:7]=[CH:6][CH:5]=[C:4]([N:8]2[CH2:13][CH2:12][O:11][CH2:10][CH2:9]2)[C:3]=1[CH2:14][N:15]1[CH2:20][CH2:19][N:18](C(OC(C)(C)C)=O)[CH2:17][CH2:16]1.FC(F)(F)C(O)=O, predict the reaction product. The product is: [Cl:1][C:2]1[C:3]([CH2:14][N:15]2[CH2:20][CH2:19][NH:18][CH2:17][CH2:16]2)=[C:4]([N:8]2[CH2:13][CH2:12][O:11][CH2:10][CH2:9]2)[CH:5]=[CH:6][CH:7]=1. (3) Given the reactants C(OC(=O)[NH:7][C:8]1[CH:13]=[CH:12][C:11]([C:14]([F:17])([F:16])[F:15])=[CH:10][C:9]=1[NH:18][C:19](=[O:35])[CH2:20][C:21](=O)[C:22]1[CH:27]=[CH:26][CH:25]=[C:24]([C:28]2[CH:33]=[N:32][CH:31]=[CH:30][N:29]=2)[CH:23]=1)(C)(C)C.C(O)(C(F)(F)F)=O, predict the reaction product. The product is: [N:29]1[CH:30]=[CH:31][N:32]=[CH:33][C:28]=1[C:24]1[CH:23]=[C:22]([C:21]2[CH2:20][C:19](=[O:35])[NH:18][C:9]3[CH:10]=[C:11]([C:14]([F:17])([F:16])[F:15])[CH:12]=[CH:13][C:8]=3[N:7]=2)[CH:27]=[CH:26][CH:25]=1.